From a dataset of Catalyst prediction with 721,799 reactions and 888 catalyst types from USPTO. Predict which catalyst facilitates the given reaction. (1) Reactant: [Cl:1][C:2]1[N:7]=[N:6][C:5](/[C:8](=[N:10]/[S:11]([C:13]([CH3:16])([CH3:15])[CH3:14])=[O:12])/[CH3:9])=[CH:4][CH:3]=1.[CH3:17][Mg]Br.[NH4+].[Cl-].CCOC(C)=O. Product: [Cl:1][C:2]1[N:7]=[N:6][C:5]([C:8]([NH:10][S:11]([C:13]([CH3:16])([CH3:15])[CH3:14])=[O:12])([CH3:17])[CH3:9])=[CH:4][CH:3]=1. The catalyst class is: 1. (2) Product: [CH:1](=[C:12](/[CH2:13][CH2:14][CH2:15][CH3:16])\[C:10](=[O:9])[CH3:11])/[C:2]1[CH:7]=[CH:6][CH:5]=[CH:4][CH:3]=1.[CH:1](=[C:12](/[CH2:13][CH2:14][CH2:15][CH3:16])\[C:10](=[O:9])/[CH:11]=[CH:1]/[C:2]1[CH:7]=[CH:6][CH:5]=[CH:4][CH:3]=1)/[C:2]1[CH:7]=[CH:6][CH:5]=[CH:4][CH:3]=1. Reactant: [CH:1](=O)[C:2]1[CH:7]=[CH:6][CH:5]=[CH:4][CH:3]=1.[O:9]=[C:10]([CH:12](P(=O)(OCC)OCC)[CH2:13][CH2:14][CH2:15][CH3:16])[CH3:11]. The catalyst class is: 229. (3) Reactant: [C:1](#[N:5])[CH2:2][C:3]#[N:4].[H-].[Na+].Br[C:9]([CH3:15])([CH3:14])[C:10]([O:12][CH3:13])=[O:11].C(=O)(O)[O-].[Na+]. Product: [C:3]([CH:2]([C:1]#[N:5])[C:9]([CH3:15])([CH3:14])[C:10]([O:12][CH3:13])=[O:11])#[N:4]. The catalyst class is: 1. (4) Reactant: Cl[C:2]1[N:7]=[C:6]([O:8][C:9]2[CH:14]=[CH:13][C:12]([O:15][CH3:16])=[CH:11][CH:10]=2)[C:5]([N+:17]([O-:19])=[O:18])=[CH:4][N:3]=1.[CH2:20]([N:22]([CH2:32][CH3:33])[C:23](=[O:31])[C:24]1[CH:29]=[CH:28][C:27]([OH:30])=[CH:26][CH:25]=1)[CH3:21].[OH-].[Na+]. Product: [CH2:32]([N:22]([CH2:20][CH3:21])[C:23](=[O:31])[C:24]1[CH:29]=[CH:28][C:27]([O:30][C:2]2[N:7]=[C:6]([O:8][C:9]3[CH:14]=[CH:13][C:12]([O:15][CH3:16])=[CH:11][CH:10]=3)[C:5]([N+:17]([O-:19])=[O:18])=[CH:4][N:3]=2)=[CH:26][CH:25]=1)[CH3:33]. The catalyst class is: 95. (5) Reactant: [H-].[Na+].[CH3:3][CH:4]([CH3:12])[C:5](=O)[CH2:6][C:7](OC)=[O:8].[Br:13][C:14]1[CH:19]=[CH:18][C:17]([CH2:20]Cl)=[C:16]([CH3:22])[CH:15]=1.Cl.O.[NH2:25][NH2:26]. Product: [Br:13][C:14]1[CH:19]=[CH:18][C:17]([CH2:20][C:6]2[C:7]([OH:8])=[N:25][NH:26][C:5]=2[CH:4]([CH3:12])[CH3:3])=[C:16]([CH3:22])[CH:15]=1. The catalyst class is: 7. (6) Reactant: C(OC(=O)[NH:7][C:8]1[N:9]([CH3:25])[C:10](=[O:24])[C:11]([CH3:23])([CH3:22])[C@:12]([C:15]2[CH:20]=[CH:19][CH:18]=[CH:17][C:16]=2[F:21])([CH3:14])[N:13]=1)(C)(C)C.[N+:27]([O-])([OH:29])=[O:28].[OH-].[Na+]. Product: [NH2:7][C:8]1[N:9]([CH3:25])[C:10](=[O:24])[C:11]([CH3:23])([CH3:22])[C@:12]([C:15]2[CH:20]=[C:19]([N+:27]([O-:29])=[O:28])[CH:18]=[CH:17][C:16]=2[F:21])([CH3:14])[N:13]=1. The catalyst class is: 65. (7) Reactant: C[O:2][C:3](=[O:19])[C@H:4]([NH:11][C:12]1[CH:17]=[CH:16][C:15]([F:18])=[CH:14][CH:13]=1)[C:5]1[CH:10]=[CH:9][CH:8]=[CH:7][CH:6]=1.Cl. Product: [F:18][C:15]1[CH:16]=[CH:17][C:12]([NH:11][C@H:4]([C:5]2[CH:6]=[CH:7][CH:8]=[CH:9][CH:10]=2)[C:3]([OH:19])=[O:2])=[CH:13][CH:14]=1. The catalyst class is: 12. (8) Product: [OH:15][CH2:14][C:11]1([C:17]2[CH:18]=[N:19][CH:20]=[CH:21][CH:22]=2)[CH2:10][CH2:9][N:8]([C:6]([O:5][C:1]([CH3:3])([CH3:4])[CH3:2])=[O:7])[CH2:13][CH2:12]1. Reactant: [C:1]([O:5][C:6]([N:8]1[CH2:13][CH2:12][C:11]([C:17]2[CH:18]=[N:19][CH:20]=[CH:21][CH:22]=2)([C:14](O)=[O:15])[CH2:10][CH2:9]1)=[O:7])([CH3:4])([CH3:3])[CH3:2].B.C1COCC1. The catalyst class is: 7. (9) Reactant: [F:1][C:2]1[CH:3]=[CH:4][C:5]([O:15][CH2:16][C:17]2[CH:22]=[CH:21][C:20]([F:23])=[CH:19][CH:18]=2)=[C:6]([C:8](=O)[CH2:9][CH2:10][C:11](=O)[CH3:12])[CH:7]=1.[NH2:24][C:25]1[CH:26]=[CH:27][C:28]([F:34])=[C:29]([CH:33]=1)[C:30]([OH:32])=[O:31].CC1C=CC(S(O)(=O)=O)=CC=1.Cl. Product: [F:1][C:2]1[CH:3]=[CH:4][C:5]([O:15][CH2:16][C:17]2[CH:22]=[CH:21][C:20]([F:23])=[CH:19][CH:18]=2)=[C:6]([C:8]2[N:24]([C:25]3[CH:33]=[C:29]([C:28]([F:34])=[CH:27][CH:26]=3)[C:30]([OH:32])=[O:31])[C:11]([CH3:12])=[CH:10][CH:9]=2)[CH:7]=1. The catalyst class is: 496.